From a dataset of Forward reaction prediction with 1.9M reactions from USPTO patents (1976-2016). Predict the product of the given reaction. (1) Given the reactants [Cl:1][C:2]1[C:10]([CH3:11])=[N:9][C:8]2[N:4]([N:5]=[C:6]3[CH2:14][N:13]([C:15]([C:17]4[CH:22]=[CH:21][CH:20]=[CH:19][C:18]=4[O:23][CH2:24][CH2:25][NH:26][CH3:27])=[O:16])[CH2:12][C:7]3=2)[C:3]=1[CH3:28].Br[CH2:30][CH2:31][F:32].C([O-])(O)=O.[Na+], predict the reaction product. The product is: [Cl:1][C:2]1[C:10]([CH3:11])=[N:9][C:8]2[N:4]([N:5]=[C:6]3[CH2:14][N:13]([C:15]([C:17]4[CH:22]=[CH:21][CH:20]=[CH:19][C:18]=4[O:23][CH2:24][CH2:25][N:26]([CH2:30][CH2:31][F:32])[CH3:27])=[O:16])[CH2:12][C:7]3=2)[C:3]=1[CH3:28]. (2) The product is: [F:5][C:6]1[CH:7]=[CH:8][C:9]([C:12]([C:14]2[CH:15]=[CH:16][CH:17]=[CH:18][CH:19]=2)([OH:13])[C:1]#[CH:2])=[CH:10][CH:11]=1. Given the reactants [C:1]([Mg]Br)#[CH:2].[F:5][C:6]1[CH:11]=[CH:10][C:9]([C:12]([C:14]2[CH:19]=[CH:18][CH:17]=[CH:16][CH:15]=2)=[O:13])=[CH:8][CH:7]=1, predict the reaction product. (3) Given the reactants [Cl:1][C:2]1[S:9][C:8]2[CH:7]=[C:6]([C:10]([NH:12][C@@H:13]3[CH2:21][C:20]4[C:15](=[CH:16][CH:17]=[CH:18][CH:19]=4)[C@H:14]3[N:22]([C:24]([C@H:26]3[CH2:30][O:29]C(C)(C)[O:27]3)=[O:25])[CH3:23])=[O:11])[NH:5][C:4]=2[C:3]=1[Cl:33].O, predict the reaction product. The product is: [Cl:1][C:2]1[S:9][C:8]2[CH:7]=[C:6]([C:10]([NH:12][C@@H:13]3[CH2:21][C:20]4[C:15](=[CH:16][CH:17]=[CH:18][CH:19]=4)[C@H:14]3[N:22]([C:24](=[O:25])[C@H:26]([OH:27])[CH2:30][OH:29])[CH3:23])=[O:11])[NH:5][C:4]=2[C:3]=1[Cl:33]. (4) Given the reactants [OH:1][CH2:2][C:3]1[CH:8]=[C:7]([C:9]2[CH:10]=[C:11]([C:15]3[CH2:21][C:20](=[O:22])[NH:19][C:18]4[CH:23]=[C:24]([C:33]([F:36])([F:35])[F:34])[C:25]([N:27]([CH2:29][CH:30]([CH3:32])[CH3:31])[CH3:28])=[CH:26][C:17]=4[N:16]=3)[CH:12]=[CH:13][CH:14]=2)[CH:6]=[CH:5][N:4]=1.S(Cl)(Cl)=O.[Cl-].[CH3:42][O-].[Na+], predict the reaction product. The product is: [CH2:29]([N:27]([CH3:28])[C:25]1[C:24]([C:33]([F:35])([F:36])[F:34])=[CH:23][C:18]2[NH:19][C:20](=[O:22])[CH2:21][C:15]([C:11]3[CH:12]=[CH:13][CH:14]=[C:9]([C:7]4[CH:6]=[CH:5][N:4]=[C:3]([CH2:2][O:1][CH3:42])[CH:8]=4)[CH:10]=3)=[N:16][C:17]=2[CH:26]=1)[CH:30]([CH3:32])[CH3:31]. (5) Given the reactants [Br:1][C:2]1[CH:7]=[CH:6][C:5]([C:8]2[O:12][N:11]=[C:10]([CH3:13])[C:9]=2[CH:14]2[CH2:16][O:15]2)=[CH:4][CH:3]=1.[CH2:17]([OH:24])[C:18]1[CH:23]=[CH:22][CH:21]=[CH:20][CH:19]=1, predict the reaction product. The product is: [CH2:17]([O:24][CH2:16][CH:14]([C:9]1[C:10]([CH3:13])=[N:11][O:12][C:8]=1[C:5]1[CH:6]=[CH:7][C:2]([Br:1])=[CH:3][CH:4]=1)[OH:15])[C:18]1[CH:23]=[CH:22][CH:21]=[CH:20][CH:19]=1.